From a dataset of Peptide-MHC class I binding affinity with 185,985 pairs from IEDB/IMGT. Regression. Given a peptide amino acid sequence and an MHC pseudo amino acid sequence, predict their binding affinity value. This is MHC class I binding data. (1) The peptide sequence is LQRFSVAPM. The binding affinity (normalized) is 0.0847. The MHC is HLA-A69:01 with pseudo-sequence HLA-A69:01. (2) The peptide sequence is DERRNKYL. The MHC is HLA-B44:02 with pseudo-sequence HLA-B44:02. The binding affinity (normalized) is 0. (3) The peptide sequence is ATCALVSDCA. The MHC is HLA-A02:03 with pseudo-sequence HLA-A02:03. The binding affinity (normalized) is 0.0703. (4) The peptide sequence is YATVAGHEG. The MHC is HLA-B15:01 with pseudo-sequence HLA-B15:01. The binding affinity (normalized) is 0.145. (5) The binding affinity (normalized) is 0. The MHC is Mamu-B01 with pseudo-sequence Mamu-B01. The peptide sequence is IFKQSQEDML.